From a dataset of Catalyst prediction with 721,799 reactions and 888 catalyst types from USPTO. Predict which catalyst facilitates the given reaction. (1) Reactant: [CH:1]1([C:6]2[O:7][C:8]3[C:9](=[C:11]([C:23]#[N:24])[C:12]([CH3:22])=[C:13]([C:16]4[CH:21]=[CH:20][CH:19]=[CH:18][CH:17]=4)[C:14]=3F)[N:10]=2)[CH2:5][CH2:4][CH2:3][CH2:2]1.C(N(CC)CC)C.[CH3:32][N:33]([CH3:39])[C@H:34]1[CH2:38][CH2:37][NH:36][CH2:35]1. The catalyst class is: 16. Product: [CH2:5]1[CH2:4][CH2:3][CH:2]=[CH:1]1.[CH3:32][N:33]([CH3:39])[C@H:34]1[CH2:38][CH2:37][N:36]([C:14]2[C:13]([C:16]3[CH:17]=[CH:18][CH:19]=[CH:20][CH:21]=3)=[C:12]([CH3:22])[C:11]([C:23]#[N:24])=[C:9]3[C:8]=2[O:7][CH:6]=[N:10]3)[CH2:35]1. (2) The catalyst class is: 213. Product: [N:25]1([CH2:46][CH2:45][O:44][CH2:42][CH2:40][NH:39][C:20]([C:5]2[C:6]3[S:10][CH:9]=[C:8]([CH2:11][O:12][C:13]4[CH:14]=[CH:15][C:16]([Br:19])=[CH:17][CH:18]=4)[C:7]=3[C:2]([NH2:1])=[N:3][CH:4]=2)=[O:22])[CH2:29][CH2:30][CH2:31][CH2:32][CH2:33]1. Reactant: [NH2:1][C:2]1[C:7]2[C:8]([CH2:11][O:12][C:13]3[CH:18]=[CH:17][C:16]([Br:19])=[CH:15][CH:14]=3)=[CH:9][S:10][C:6]=2[C:5]([C:20]([OH:22])=O)=[CH:4][N:3]=1.O.O[N:25]1[C:29]2[CH:30]=[CH:31][CH:32]=[CH:33]C=2N=N1.C(N=C=[N:39][CH:40]([CH3:42])C)(C)C.C[O:44][CH:45]1CCN(CCCCN)C[CH2:46]1. (3) Reactant: Cl[C:2]([O:4][CH2:5][C:6]1[CH:11]=[CH:10][CH:9]=[CH:8][CH:7]=1)=[O:3].N1C2C=CC=CC=2N=N1.CN(C1C=CC=CN=1)C.[OH-].[Na+].[NH2:32][C@H:33]([C:39]([OH:41])=[O:40])[CH2:34][CH2:35][CH2:36][CH2:37][NH2:38]. Product: [NH2:32][C@H:33]([C:39]([OH:41])=[O:40])[CH2:34][CH2:35][CH2:36][CH2:37][NH:38][C:2]([O:4][CH2:5][C:6]1[CH:11]=[CH:10][CH:9]=[CH:8][CH:7]=1)=[O:3]. The catalyst class is: 20. (4) The catalyst class is: 98. Product: [Br:1][C:2]1[CH:3]=[CH:4][C:5]([NH:8][C:9](=[O:41])[C:10]2[CH:15]=[CH:14][C:13]([S:16][C:17]3[CH:18]=[CH:19][C:20]([N:23]([CH3:42])[CH2:24][CH2:25][CH3:26])=[CH:21][CH:22]=3)=[C:12]([NH:27][C:28]3[C:29]4[CH:37]=[CH:36][C:35]([CH:38]([CH3:40])[CH3:39])=[N:34][C:30]=4[N:31]=[CH:32][N:33]=3)[CH:11]=2)=[N:6][CH:7]=1. Reactant: [Br:1][C:2]1[CH:3]=[CH:4][C:5]([NH:8][C:9](=[O:41])[C:10]2[CH:15]=[CH:14][C:13]([S:16][C:17]3[CH:22]=[CH:21][C:20]([NH:23][CH2:24][CH2:25][CH3:26])=[CH:19][CH:18]=3)=[C:12]([NH:27][C:28]3[C:29]4[CH:37]=[CH:36][C:35]([CH:38]([CH3:40])[CH3:39])=[N:34][C:30]=4[N:31]=[CH:32][N:33]=3)[CH:11]=2)=[N:6][CH:7]=1.[C:42](O[BH-](OC(=O)C)OC(=O)C)(=O)C.[Na+].C=O.